This data is from Reaction yield outcomes from USPTO patents with 853,638 reactions. The task is: Predict the reaction yield, written as a fraction of the theoretical maximum amount of product (1.0 means a 100% yield; for example, 0.34 means a 34% yield). (1) The reactants are [BH4-].[Na+].[CH3:3][O:4][C:5]([C:7]1[S:8][C:9]([CH2:12][CH2:13][CH2:14][C@H:15]2[C@H:19]([Cl:20])[CH2:18][C@@H:17]([O:21][CH:22]3[CH2:27][CH2:26][CH2:25][CH2:24][O:23]3)[C@@H:16]2/[CH:28]=[CH:29]/[C:30](=[O:36])[CH2:31][CH2:32][CH2:33][CH2:34][CH3:35])=[CH:10][CH:11]=1)=[O:6]. The catalyst is CO. The product is [CH3:3][O:4][C:5]([C:7]1[S:8][C:9]([CH2:12][CH2:13][CH2:14][C@H:15]2[C@H:19]([Cl:20])[CH2:18][C@@H:17]([O:21][CH:22]3[CH2:27][CH2:26][CH2:25][CH2:24][O:23]3)[C@@H:16]2/[CH:28]=[CH:29]/[CH:30]([OH:36])[CH2:31][CH2:32][CH2:33][CH2:34][CH3:35])=[CH:10][CH:11]=1)=[O:6]. The yield is 0.800. (2) The reactants are [C:1]([N:4]1[CH2:9][CH2:8][N:7]([CH2:10][CH2:11][CH2:12][O:13][C:14]2[CH:23]=[C:22]3[C:17]([C:18](Cl)=[N:19][CH:20]=[N:21]3)=[CH:16][C:15]=2[O:25][CH3:26])[CH2:6][CH2:5]1)(=[O:3])[CH3:2].[OH:27][C:28]1[CH:29]=[C:30]2[C:34](=[CH:35][CH:36]=1)[NH:33][C:32]([CH3:37])=[CH:31]2.C(=O)([O-])[O-].[K+].[K+]. The catalyst is CC(N(C)C)=O. The product is [C:1]([N:4]1[CH2:9][CH2:8][N:7]([CH2:10][CH2:11][CH2:12][O:13][C:14]2[CH:23]=[C:22]3[C:17]([C:18]([O:27][C:28]4[CH:29]=[C:30]5[C:34](=[CH:35][CH:36]=4)[NH:33][C:32]([CH3:37])=[CH:31]5)=[N:19][CH:20]=[N:21]3)=[CH:16][C:15]=2[O:25][CH3:26])[CH2:6][CH2:5]1)(=[O:3])[CH3:2]. The yield is 0.530. (3) The reactants are C([O:3][C:4]([C:6]1[N:7]([C:22]2[CH:27]=[CH:26][C:25]([O:28][CH:29]([CH3:31])[CH3:30])=[CH:24][CH:23]=2)[C:8]2[C:13]([C:14]=1[Cl:15])=[CH:12][C:11]([N:16]1[CH2:21][CH2:20][CH2:19][CH2:18][CH2:17]1)=[CH:10][CH:9]=2)=[O:5])C.[OH-].[Na+].O.Cl. The catalyst is CCO. The product is [Cl:15][C:14]1[C:13]2[C:8](=[CH:9][CH:10]=[C:11]([N:16]3[CH2:21][CH2:20][CH2:19][CH2:18][CH2:17]3)[CH:12]=2)[N:7]([C:22]2[CH:27]=[CH:26][C:25]([O:28][CH:29]([CH3:31])[CH3:30])=[CH:24][CH:23]=2)[C:6]=1[C:4]([OH:5])=[O:3]. The yield is 0.850.